This data is from Forward reaction prediction with 1.9M reactions from USPTO patents (1976-2016). The task is: Predict the product of the given reaction. (1) Given the reactants [CH3:1][C:2]1[CH:11]=[CH:10][C:9]2[C:4](=[CH:5][CH:6]=[C:7]3[O:15][CH2:14][C@H:13]([CH2:16]OS(C4C=CC(C)=CC=4)(=O)=O)[O:12][C:8]3=2)[N:3]=1.[NH:28]1[CH2:33][CH:32]=[C:31]([C:34]2[C:42]3[C:37](=[CH:38][CH:39]=[CH:40][CH:41]=3)[NH:36][CH:35]=2)[CH2:30][CH2:29]1.C([O-])([O-])=O.[K+].[K+].CN(C=O)C, predict the reaction product. The product is: [NH:36]1[C:37]2[C:42](=[CH:41][CH:40]=[CH:39][CH:38]=2)[C:34]([C:31]2[CH2:32][CH2:33][N:28]([CH2:16][C@@H:13]3[O:12][C:8]4=[C:9]5[C:4](=[CH:5][CH:6]=[C:7]4[O:15][CH2:14]3)[N:3]=[C:2]([CH3:1])[CH:11]=[CH:10]5)[CH2:29][CH:30]=2)=[CH:35]1. (2) Given the reactants Cl.[F:2][C:3]1[CH:4]=[C:5]([C@H:10]2[N:15]([CH2:16][C:17]([OH:19])=O)[C:14](=[O:20])[C:13]([CH2:23][CH3:24])([CH2:21][CH3:22])[NH:12][CH2:11]2)[CH:6]=[C:7]([F:9])[CH:8]=1.[NH2:25][C:26]1[CH:27]=[C:28]2[C:49](=[CH:50][CH:51]=1)[CH2:48][C@:30]1([C:38]3[C:33](=[N:34][CH:35]=[CH:36][CH:37]=3)[N:32](COCC[Si](C)(C)C)[C:31]1=[O:47])[CH2:29]2.C1C=CC2N(O)N=NC=2C=1.C(Cl)CCl, predict the reaction product. The product is: [F:2][C:3]1[CH:4]=[C:5]([C@H:10]2[N:15]([CH2:16][C:17]([NH:25][C:26]3[CH:27]=[C:28]4[C:49](=[CH:50][CH:51]=3)[CH2:48][C@:30]3([C:38]5[C:33](=[N:34][CH:35]=[CH:36][CH:37]=5)[NH:32][C:31]3=[O:47])[CH2:29]4)=[O:19])[C:14](=[O:20])[C:13]([CH2:21][CH3:22])([CH2:23][CH3:24])[NH:12][CH2:11]2)[CH:6]=[C:7]([F:9])[CH:8]=1.